Dataset: Drug-target binding data from BindingDB using IC50 measurements. Task: Regression. Given a target protein amino acid sequence and a drug SMILES string, predict the binding affinity score between them. We predict pIC50 (pIC50 = -log10(IC50 in M); higher means more potent). Dataset: bindingdb_ic50. The small molecule is CC#CCOc1ccc(S(=O)(=O)N2CCN(C(=O)N(CC)CC)CC2C(=O)NO)cc1. The target protein (P45452) has sequence MHPGVLAAFLFLSWTHCRALPLPSGGDEDDLSEEDLQFAERYLRSYYHPTNLAGILKENAASSMTERLREMQSFFGLEVTGKLDDNTLDVMKKPRCGVPDVGEYNVFPRTLKWSKMNLTYRIVNYTPDMTHSEVEKAFKKAFKVWSDVTPLNFTRLHDGIADIMISFGIKEHGDFYPFDGPSGLLAHAFPPGPNYGGDAHFDDDETWTSSSKGYNLFLVAAHEFGHSLGLDHSKDPGALMFPIYTYTGKSHFMLPDDDVQGIQSLYGPGDEDPNPKHPKTPDKCDPSLSLDAITSLRGETMIFKDRFFWRLHPQQVDAELFLTKSFWPELPNRIDAAYEHPSHDLIFIFRGRKFWALNGYDILEGYPKKISELGLPKEVKKISAAVHFEDTGKTLLFSGNQVWRYDDTNHIMDKDYPRLIEEDFPGIGDKVDAVYEKNGYIYFFNGPIQFEYSIWSNRIVRVMPANSILWC. The pIC50 is 7.0.